From a dataset of Forward reaction prediction with 1.9M reactions from USPTO patents (1976-2016). Predict the product of the given reaction. Given the reactants C([O:8][CH2:9][CH2:10][NH:11][CH2:12][CH:13]([NH:28][C:29]([C:31]1[S:47][C:34]2=[N:35][C:36]3[CH2:37][CH2:38][CH:39]([C:43]([CH3:46])([CH3:45])[CH3:44])[CH2:40][C:41]=3[CH:42]=[C:33]2[CH:32]=1)=[O:30])[C:14]1[CH:19]=[CH:18][CH:17]=[C:16]([NH:20][C:21]([C:23]2[O:24][CH:25]=[CH:26][CH:27]=2)=[O:22])[CH:15]=1)C1C=CC=CC=1, predict the reaction product. The product is: [O:24]1[CH:25]=[CH:26][CH:27]=[C:23]1[C:21]([NH:20][C:16]1[CH:15]=[C:14]([CH:13]([NH:28][C:29]([C:31]2[S:47][C:34]3=[N:35][C:36]4[CH2:37][CH2:38][CH:39]([C:43]([CH3:45])([CH3:44])[CH3:46])[CH2:40][C:41]=4[CH:42]=[C:33]3[CH:32]=2)=[O:30])[CH2:12][NH:11][CH2:10][CH2:9][OH:8])[CH:19]=[CH:18][CH:17]=1)=[O:22].